From a dataset of Catalyst prediction with 721,799 reactions and 888 catalyst types from USPTO. Predict which catalyst facilitates the given reaction. (1) Reactant: [C:1]([CH2:3][C:4]([N:6]([CH:18]1[CH2:20][CH2:19]1)[C:7]([NH:9][C:10]1[CH:15]=[CH:14][C:13]([I:16])=[CH:12][C:11]=1[F:17])=[O:8])=[O:5])#[N:2].[OH-].[Na+]. Product: [NH2:2][C:1]1[N:9]([C:10]2[CH:15]=[CH:14][C:13]([I:16])=[CH:12][C:11]=2[F:17])[C:7](=[O:8])[N:6]([CH:18]2[CH2:19][CH2:20]2)[C:4](=[O:5])[CH:3]=1. The catalyst class is: 6. (2) Reactant: [Cl:1][C:2]1[CH:7]=[CH:6][C:5]([S:8]([NH:11][C:12]2[CH:13]=[CH:14][C:15]([O:21][C:22]3[CH:23]=[C:24]([Cl:28])[CH:25]=[N:26][CH:27]=3)=[C:16]([CH:20]=2)[C:17](O)=[O:18])(=[O:10])=[O:9])=[CH:4][CH:3]=1.S(Cl)(Cl)=O.[NH3:33]. Product: [Cl:1][C:2]1[CH:3]=[CH:4][C:5]([S:8]([NH:11][C:12]2[CH:13]=[CH:14][C:15]([O:21][C:22]3[CH:23]=[C:24]([Cl:28])[CH:25]=[N:26][CH:27]=3)=[C:16]([CH:20]=2)[C:17]([NH2:33])=[O:18])(=[O:9])=[O:10])=[CH:6][CH:7]=1. The catalyst class is: 202. (3) Reactant: [CH3:1][O:2][C:3]1[CH:8]=[CH:7][C:6]([S:9]([N:12]([C:27]2[CH:32]=[CH:31][C:30]([CH:33]=[CH:34][C:35]([N:37]3[CH2:42][CH2:41][O:40][CH2:39][CH2:38]3)=[O:36])=[CH:29][CH:28]=2)[CH2:13][C:14]2[CH:19]=[CH:18][C:17]([O:20]C3CCCCO3)=[CH:16][CH:15]=2)(=[O:11])=[O:10])=[CH:5][CH:4]=1.Cl. Product: [OH:20][C:17]1[CH:16]=[CH:15][C:14]([CH2:13][N:12]([C:27]2[CH:32]=[CH:31][C:30]([CH:33]=[CH:34][C:35]([N:37]3[CH2:42][CH2:41][O:40][CH2:39][CH2:38]3)=[O:36])=[CH:29][CH:28]=2)[S:9]([C:6]2[CH:5]=[CH:4][C:3]([O:2][CH3:1])=[CH:8][CH:7]=2)(=[O:11])=[O:10])=[CH:19][CH:18]=1. The catalyst class is: 5. (4) Reactant: Br[C:2]1[CH:3]=[N:4][N:5]([C:7]([F:10])([F:9])[F:8])[CH:6]=1.[B:11]1([B:11]2[O:15][C:14]([CH3:17])([CH3:16])[C:13]([CH3:19])([CH3:18])[O:12]2)[O:15][C:14]([CH3:17])([CH3:16])[C:13]([CH3:19])([CH3:18])[O:12]1.C(Cl)Cl.C(O[K])(C)=O. Product: [CH3:18][C:13]1([CH3:19])[C:14]([CH3:17])([CH3:16])[O:15][B:11]([C:2]2[CH:3]=[N:4][N:5]([C:7]([F:10])([F:9])[F:8])[CH:6]=2)[O:12]1. The catalyst class is: 151. (5) Reactant: CN(C)/[CH:3]=[CH:4]/[C:5]([C:7]1[C:8]([CH2:16][CH3:17])=[N:9][N:10]2[C:15]=1[CH:14]=[CH:13][CH:12]=[N:11]2)=O.[CH:19]1([NH:22][C:23]([NH2:25])=[NH:24])[CH2:21][CH2:20]1.C(=O)([O-])[O-].[K+].[K+]. Product: [CH:19]1([NH:22][C:23]2[N:25]=[C:5]([C:7]3[C:8]([CH2:16][CH3:17])=[N:9][N:10]4[C:15]=3[CH:14]=[CH:13][CH:12]=[N:11]4)[CH:4]=[CH:3][N:24]=2)[CH2:21][CH2:20]1. The catalyst class is: 3. (6) Reactant: C([O:3][CH:4](OCC)[CH2:5][O:6][C:7](=[O:16])[C:8]1[CH:13]=[CH:12][C:11]([O:14][CH3:15])=[CH:10][CH:9]=1)C.C(O)(C(F)(F)F)=O.O. Product: [O:3]=[CH:4][CH2:5][O:6][C:7](=[O:16])[C:8]1[CH:13]=[CH:12][C:11]([O:14][CH3:15])=[CH:10][CH:9]=1. The catalyst class is: 2. (7) Reactant: [O:1]=[C:2]1[N:7]2[CH:8]=[C:9]([CH:12]3[CH2:17][CH2:16][N:15]([C:18]([O:20][C:21]([CH3:24])([CH3:23])[CH3:22])=[O:19])[CH2:14][CH2:13]3)[CH:10]=[CH:11][C:6]2=[N:5][C:4](OS(C(F)(F)F)(=O)=O)=[CH:3]1.[CH3:33][N:34]1[C:42]2[C:37](=[CH:38][C:39](B3OC(C)(C)C(C)(C)O3)=[CH:40][CH:41]=2)[CH:36]=[N:35]1.[O-]P([O-])([O-])=O.[K+].[K+].[K+]. Product: [CH3:33][N:34]1[C:42]2[C:37](=[CH:38][C:39]([C:4]3[N:5]=[C:6]4[CH:11]=[CH:10][C:9]([CH:12]5[CH2:13][CH2:14][N:15]([C:18]([O:20][C:21]([CH3:22])([CH3:24])[CH3:23])=[O:19])[CH2:16][CH2:17]5)=[CH:8][N:7]4[C:2](=[O:1])[CH:3]=3)=[CH:40][CH:41]=2)[CH:36]=[N:35]1. The catalyst class is: 12.